From a dataset of Reaction yield outcomes from USPTO patents with 853,638 reactions. Predict the reaction yield, written as a fraction of the theoretical maximum amount of product (1.0 means a 100% yield; for example, 0.34 means a 34% yield). (1) The reactants are [Br:1]Br.[CH3:3][O:4][C:5](=[O:28])[CH2:6][CH:7]([C:22]1[CH:27]=[CH:26][CH:25]=[CH:24][CH:23]=1)[C:8]1[CH:13]=[CH:12][C:11]([C:14]([CH:16]2[CH2:21][CH2:20][CH2:19][CH2:18][CH2:17]2)=[O:15])=[CH:10][CH:9]=1.S([O-])([O-])(=O)=S.[Na+].[Na+]. The catalyst is C(Cl)Cl. The product is [CH3:3][O:4][C:5](=[O:28])[CH2:6][CH:7]([C:22]1[CH:23]=[CH:24][CH:25]=[CH:26][CH:27]=1)[C:8]1[CH:13]=[CH:12][C:11]([C:14]([C:16]2([Br:1])[CH2:21][CH2:20][CH2:19][CH2:18][CH2:17]2)=[O:15])=[CH:10][CH:9]=1. The yield is 0.625. (2) The reactants are [NH2:1][C:2]1[CH:7]=[CH:6][C:5]([C:8]2[CH:13]=[CH:12][C:11]([S:14]([N:17]3[CH2:25][CH2:24][CH2:23][C@H:18]3[C:19]([O:21][CH3:22])=[O:20])(=[O:16])=[O:15])=[CH:10][CH:9]=2)=[CH:4][CH:3]=1.[Cl:26][C:27]1[CH:32]=[CH:31][CH:30]=[CH:29][C:28]=1[N:33]=[C:34]=[O:35]. The catalyst is ClCCl. The product is [Cl:26][C:27]1[CH:32]=[CH:31][CH:30]=[CH:29][C:28]=1[NH:33][C:34]([NH:1][C:2]1[CH:7]=[CH:6][C:5]([C:8]2[CH:13]=[CH:12][C:11]([S:14]([N:17]3[CH2:25][CH2:24][CH2:23][C@H:18]3[C:19]([O:21][CH3:22])=[O:20])(=[O:16])=[O:15])=[CH:10][CH:9]=2)=[CH:4][CH:3]=1)=[O:35]. The yield is 0.590. (3) The reactants are Cl.[Cl:2][C:3]1[CH:4]=[C:5]([N:9]2[C:13]([CH2:14][NH2:15])=[CH:12][C:11]([C:16]([F:19])([F:18])[F:17])=[N:10]2)[CH:6]=[CH:7][CH:8]=1.[F:20][C:21]1[CH:22]=[C:23]([NH:31][C:32](=O)[O:33]C2C=CC=CC=2)[CH:24]=[CH:25][C:26]=1[C:27]1([OH:30])[CH2:29][CH2:28]1. The catalyst is C(Cl)Cl. The product is [Cl:2][C:3]1[CH:4]=[C:5]([N:9]2[C:13]([CH2:14][NH:15][C:32]([NH:31][C:23]3[CH:24]=[CH:25][C:26]([C:27]4([OH:30])[CH2:28][CH2:29]4)=[C:21]([F:20])[CH:22]=3)=[O:33])=[CH:12][C:11]([C:16]([F:17])([F:18])[F:19])=[N:10]2)[CH:6]=[CH:7][CH:8]=1. The yield is 0.430. (4) The reactants are [C:1]1([C:7]#[CH:8])[CH:6]=[CH:5][CH:4]=[CH:3][CH:2]=1.Br[C:10]1[C:11]([NH2:17])=[N:12][CH:13]=[C:14]([Br:16])[N:15]=1.C(N(CC)CC)C. The catalyst is CN(C=O)C.CCOC(C)=O.[Cl-].[Na+].O.[Cu]I.C1C=CC([P]([Pd]([P](C2C=CC=CC=2)(C2C=CC=CC=2)C2C=CC=CC=2)([P](C2C=CC=CC=2)(C2C=CC=CC=2)C2C=CC=CC=2)[P](C2C=CC=CC=2)(C2C=CC=CC=2)C2C=CC=CC=2)(C2C=CC=CC=2)C2C=CC=CC=2)=CC=1. The product is [Br:16][C:14]1[N:15]=[C:10]([C:8]#[C:7][C:1]2[CH:6]=[CH:5][CH:4]=[CH:3][CH:2]=2)[C:11]([NH2:17])=[N:12][CH:13]=1. The yield is 0.700. (5) The reactants are [N+]([C:4]1[CH:11]=[CH:10][CH:9]=[C:8]([N+:12]([O-:14])=[O:13])[C:5]=1[C:6]#[N:7])([O-])=O.[CH2:15]=[C:16]([CH2:19][OH:20])[CH2:17][OH:18]. No catalyst specified. The product is [OH:18][CH2:17][C:16](=[CH2:15])[CH2:19][O:20][C:4]1[CH:11]=[CH:10][CH:9]=[C:8]([N+:12]([O-:14])=[O:13])[C:5]=1[C:6]#[N:7]. The yield is 0.550. (6) The reactants are [CH3:1][C:2]1([CH3:20])[O:6][C@@H:5]([C@@H:7]2[C@@H:11]3[O:12][C:13]([CH3:16])([CH3:15])[O:14][C@:10]3([CH2:17]I)[C:9](=[O:19])[O:8]2)[CH2:4][O:3]1.CCN(CC)CC. The catalyst is CCO.[Pd]. The product is [CH3:1][C:2]1([CH3:20])[O:6][C@@H:5]([C@@H:7]2[C@@H:11]3[O:12][C:13]([CH3:16])([CH3:15])[O:14][C@:10]3([CH3:17])[C:9](=[O:19])[O:8]2)[CH2:4][O:3]1. The yield is 0.910. (7) The reactants are [Cl:1][C:2]1[CH:10]=[CH:9][C:5]([C:6]([OH:8])=O)=[CH:4][N:3]=1.Cl.C(N=C=NCCCN(C)C)C.OC1C2N=NNC=2C=CC=1.C(N(CC)CC)C.[Cl:40][C:41]1[CH:46]=[CH:45][C:44]([NH2:47])=[C:43]([NH2:48])[CH:42]=1. The catalyst is [Cl-].[Na+].O.CN(C=O)C. The product is [NH2:48][C:43]1[CH:42]=[C:41]([Cl:40])[CH:46]=[CH:45][C:44]=1[NH:47][C:6](=[O:8])[C:5]1[CH:9]=[CH:10][C:2]([Cl:1])=[N:3][CH:4]=1. The yield is 0.480. (8) The reactants are [CH3:1][C:2]1[CH:7]=[CH:6][N:5]=[CH:4][C:3]=1[N:8]1[CH2:12][CH2:11][NH:10][C:9]1=[O:13].Br[C:15]1[CH:16]=[C:17]2[C:22](=[CH:23][CH:24]=1)[N:21]=[C:20]([Cl:25])[CH:19]=[C:18]2[CH3:26].N[C@@H]1CCCC[C@H]1N.C(=O)([O-])[O-].[K+].[K+]. The catalyst is [Cu](I)I.O1CCOCC1. The product is [Cl:25][C:20]1[CH:19]=[C:18]([CH3:26])[C:17]2[C:22](=[CH:23][CH:24]=[C:15]([N:10]3[CH2:11][CH2:12][N:8]([C:3]4[CH:4]=[N:5][CH:6]=[CH:7][C:2]=4[CH3:1])[C:9]3=[O:13])[CH:16]=2)[N:21]=1. The yield is 0.465. (9) The reactants are Cl.C([N:9]1[CH2:13][CH2:12][C@@H:11]([C:14]([C:27]#[N:28])([C:21]2[CH:26]=[CH:25][CH:24]=[CH:23][CH:22]=2)[C:15]2[CH:20]=[CH:19][CH:18]=[CH:17][CH:16]=2)[CH2:10]1)C1C=CC=CC=1.C([O-])=O.[NH4+].O. The catalyst is CO.[Pd]. The product is [C:27]([C:14]([C@@H:11]1[CH2:12][CH2:13][NH:9][CH2:10]1)([C:21]1[CH:22]=[CH:23][CH:24]=[CH:25][CH:26]=1)[C:15]1[CH:20]=[CH:19][CH:18]=[CH:17][CH:16]=1)#[N:28]. The yield is 0.997. (10) The reactants are [C:1]([Mg]Br)#[CH:2].[CH3:5][C:6]1[N:7]=[C:8]([C:11](=[O:13])[CH3:12])[S:9][CH:10]=1. The catalyst is O1CCCC1. The product is [CH3:5][C:6]1[N:7]=[C:8]([C:11]([OH:13])([C:1]#[CH:2])[CH3:12])[S:9][CH:10]=1. The yield is 0.260.